From a dataset of Catalyst prediction with 721,799 reactions and 888 catalyst types from USPTO. Predict which catalyst facilitates the given reaction. Reactant: Br[C:2]1[CH:3]=[C:4]2[C:9](=[CH:10][CH:11]=1)[C:8](=[O:12])[NH:7][C:6](=[O:13])[C:5]2=[CH:14][NH:15][C:16]1[CH:21]=[CH:20][C:19]([N:22]2[CH2:27][CH2:26][N:25]([CH3:28])[CH2:24][CH2:23]2)=[CH:18][CH:17]=1.C([Si](C(C)C)(C(C)C)[N:33]1[CH:37]=[CH:36][C:35](B(O)O)=[CH:34]1)(C)C.C(=O)([O-])[O-].[Cs+].[Cs+]. Product: [CH3:28][N:25]1[CH2:26][CH2:27][N:22]([C:19]2[CH:18]=[CH:17][C:16]([NH:15][CH:14]=[C:5]3[C:4]4[C:9](=[CH:10][CH:11]=[C:2]([C:35]5[CH:36]=[CH:37][NH:33][CH:34]=5)[CH:3]=4)[C:8](=[O:12])[NH:7][C:6]3=[O:13])=[CH:21][CH:20]=2)[CH2:23][CH2:24]1. The catalyst class is: 9.